This data is from Kinase inhibitor binding affinity data with 442 proteins and 68 drugs (Kd values). The task is: Regression. Given a target protein amino acid sequence and a drug SMILES string, predict the binding affinity score between them. We predict pKd (pKd = -log10(Kd in M); higher means stronger binding). Dataset: davis. (1) The pKd is 5.0. The target protein (GRK7) has sequence MVDMGALDNLIANTAYLQARKPSDCDSKELQRRRRSLALPGLQGCAELRQKLSLNFHSLCEQQPIGRRLFRDFLATVPTFRKAATFLEDVQNWELAEEGPTKDSALQGLVATCASAPAPGNPQPFLSQAVATKCQAATTEEERVAAVTLAKAEAMAFLQEQPFKDFVTSAFYDKFLQWKLFEMQPVSDKYFTEFRVLGKGGFGEVCAVQVKNTGKMYACKKLDKKRLKKKGGEKMALLEKEILEKVSSPFIVSLAYAFESKTHLCLVMSLMNGGDLKFHIYNVGTRGLDMSRVIFYSAQIACGMLHLHELGIVYRDMKPENVLLDDLGNCRLSDLGLAVEMKGGKPITQRAGTNGYMAPEILMEKVSYSYPVDWFAMGCSIYEMVAGRTPFKDYKEKVSKEDLKQRTLQDEVKFQHDNFTEEAKDICRLFLAKKPEQRLGSREKSDDPRKHHFFKTINFPRLEAGLIEPPFVPDPSVVYAKDIAEIDDFSEVRGVEFDDK.... The small molecule is CCN(CCO)CCCOc1ccc2c(Nc3cc(CC(=O)Nc4cccc(F)c4)[nH]n3)ncnc2c1. (2) The target protein (WEE1) has sequence MSFLSRQQPPPPRRAGAACTLRQKLIFSPCSDCEEEEEEEEEEGSGHSTGEDSAFQEPDSPLPPARSPTEPGPERRRSPGPAPGSPGELEEDLLLPGACPGADEAGGGAEGDSWEEEGFGSSSPVKSPAAPYFLGSSFSPVRCGGPGDASPRGCGARRAGEGRRSPRPDHPGTPPHKTFRKLRLFDTPHTPKSLLSKARGIDSSSVKLRGSSLFMDTEKSGKREFDVRQTPQVNINPFTPDSLLLHSSGQCRRRKRTYWNDSCGEDMEASDYELEDETRPAKRITITESNMKSRYTTEFHELEKIGSGEFGSVFKCVKRLDGCIYAIKRSKKPLAGSVDEQNALREVYAHAVLGQHSHVVRYFSAWAEDDHMLIQNEYRNGGSLADAISENYRIMSYFKEAELKDLLLQVGRGLRYIHSMSLVHMDIKPSNIFISRTSIPNAASEEGDEDDWASNKVMFKIGDLGHVTRISSPQVEEGDSRFLANEVLQENYTHLPKADI.... The small molecule is Cc1ccc2nc(NCCN)c3ncc(C)n3c2c1.Cl. The pKd is 5.0.